From a dataset of Full USPTO retrosynthesis dataset with 1.9M reactions from patents (1976-2016). Predict the reactants needed to synthesize the given product. Given the product [C:19]([C:10]1[CH:9]=[C:8]2[C:13](=[CH:12][CH:11]=1)[CH2:5][CH:6]([O:14][C:15](=[O:17])[CH3:16])[CH2:7]2)(=[O:21])[CH3:20], predict the reactants needed to synthesize it. The reactants are: [Cl-].[Al+3].[Cl-].[Cl-].[CH2:5]1[C:13]2[C:8](=[CH:9][CH:10]=[CH:11][CH:12]=2)[CH2:7][CH:6]1[O:14][C:15](=[O:17])[CH3:16].Cl.[C:19](Cl)(=[O:21])[CH3:20].